This data is from Forward reaction prediction with 1.9M reactions from USPTO patents (1976-2016). The task is: Predict the product of the given reaction. (1) Given the reactants [CH2:1]([O:8][C:9]1[CH:10]=[C:11]([CH:14]=[CH:15][C:16]=1[O:17][CH3:18])C=O)[C:2]1[CH:7]=[CH:6][CH:5]=[CH:4][CH:3]=1.ClC1C=CC=C(C(OO)=[O:27])C=1.S([O-])([O-])(=O)=S.[Na+].[Na+], predict the reaction product. The product is: [CH2:1]([O:8][C:9]1[CH:10]=[C:11]([OH:27])[CH:14]=[CH:15][C:16]=1[O:17][CH3:18])[C:2]1[CH:7]=[CH:6][CH:5]=[CH:4][CH:3]=1. (2) The product is: [CH3:17][C:11]1[C:12](=[O:13])[N:3]2[CH:4]=[CH:5][CH:6]=[CH:7][C:2]2=[N:1][C:10]=1[C:9]([F:20])([F:19])[F:8]. Given the reactants [NH2:1][C:2]1[CH:7]=[CH:6][CH:5]=[CH:4][N:3]=1.[F:8][C:9]([F:20])([F:19])[C:10](=O)[CH:11]([CH3:17])[C:12](OCC)=[O:13].[OH-].[Na+], predict the reaction product. (3) Given the reactants [N:1]1[C:9]2[CH:8]=[CH:7][N:6]=[CH:5][C:4]=2[N:3]([C:10]2[S:14][C:13]([C:15]([O:17]C)=O)=[C:12]([O:19][CH2:20][C:21]3[CH:26]=[CH:25][C:24]([C:27]([F:30])([F:29])[F:28])=[CH:23][CH:22]=3)[CH:11]=2)[CH:2]=1.[NH3:31], predict the reaction product. The product is: [N:1]1[C:9]2[CH:8]=[CH:7][N:6]=[CH:5][C:4]=2[N:3]([C:10]2[S:14][C:13]([C:15]([NH2:31])=[O:17])=[C:12]([O:19][CH2:20][C:21]3[CH:22]=[CH:23][C:24]([C:27]([F:28])([F:29])[F:30])=[CH:25][CH:26]=3)[CH:11]=2)[CH:2]=1.